This data is from Forward reaction prediction with 1.9M reactions from USPTO patents (1976-2016). The task is: Predict the product of the given reaction. (1) Given the reactants [F:1][C:2]1[CH:10]=[C:9]([F:11])[CH:8]=[C:7]2[C:3]=1[CH2:4][CH2:5][C:6]2([NH:14][C:15](=[O:21])[O:16][C:17]([CH3:20])([CH3:19])[CH3:18])[CH:12]=O.[NH2:22][C:23]1([C:28]([O:30][CH3:31])=[O:29])[CH2:27][CH2:26][CH2:25][CH2:24]1.CC(O)=O.[BH3-]C#N.[Na+], predict the reaction product. The product is: [C:17]([O:16][C:15]([NH:14][C:6]1([CH2:12][NH:22][C:23]2([C:28]([O:30][CH3:31])=[O:29])[CH2:27][CH2:26][CH2:25][CH2:24]2)[C:7]2[C:3](=[C:2]([F:1])[CH:10]=[C:9]([F:11])[CH:8]=2)[CH2:4][CH2:5]1)=[O:21])([CH3:20])([CH3:18])[CH3:19]. (2) Given the reactants [CH2:1]([NH:3][C:4]1[CH:9]=[C:8]([O:10][CH3:11])[C:7]([O:12][CH3:13])=[CH:6][C:5]=1[C@@H:14]1[CH2:23][CH2:22][C:21]2[CH:20]=[C:19]([O:24][C:25](=[O:30])[C:26]([CH3:29])([CH3:28])[CH3:27])[CH:18]=[CH:17][C:16]=2[CH2:15]1)[CH3:2].[CH:31]([C:33]1[CH:38]=[CH:37][C:36]([CH2:39][C:40]([OH:42])=[O:41])=[CH:35][CH:34]=1)=O, predict the reaction product. The product is: [C:40]([CH2:39][C:36]1[CH:37]=[CH:38][C:33]([CH2:31][CH2:2][CH2:1][NH:3][C:4]2[CH:9]=[C:8]([O:10][CH3:11])[C:7]([O:12][CH3:13])=[CH:6][C:5]=2[C@@H:14]2[CH2:23][CH2:22][C:21]3[CH:20]=[C:19]([O:24][C:25](=[O:30])[C:26]([CH3:29])([CH3:28])[CH3:27])[CH:18]=[CH:17][C:16]=3[CH2:15]2)=[CH:34][CH:35]=1)([OH:42])=[O:41]. (3) Given the reactants [Cl:1][C:2]1[CH:3]=[C:4]([C:12]2[O:16][N:15]=[C:14]([C:17]3[CH:18]=[CH:19][C:20]([CH2:23][N:24]4[CH2:27][CH:26]([C:28]([O:30]C)=[O:29])[CH2:25]4)=[N:21][CH:22]=3)[N:13]=2)[CH:5]=[CH:6][C:7]=1[CH2:8][CH:9]([CH3:11])[CH3:10].[OH-].[Na+], predict the reaction product. The product is: [Cl:1][C:2]1[CH:3]=[C:4]([C:12]2[O:16][N:15]=[C:14]([C:17]3[CH:18]=[CH:19][C:20]([CH2:23][N:24]4[CH2:25][CH:26]([C:28]([OH:30])=[O:29])[CH2:27]4)=[N:21][CH:22]=3)[N:13]=2)[CH:5]=[CH:6][C:7]=1[CH2:8][CH:9]([CH3:10])[CH3:11]. (4) Given the reactants Cl[C:2]1[C:11]2[C:6](=[CH:7][CH:8]=[CH:9][CH:10]=2)[C:5]([OH:12])=[C:4]([C:13]([NH:15][CH2:16][C:17]([OH:19])=[O:18])=[O:14])[N:3]=1.[SH:20][C:21]1[CH:26]=[CH:25][CH:24]=[CH:23][N:22]=1, predict the reaction product. The product is: [OH:12][C:5]1[C:6]2[C:11](=[CH:10][CH:9]=[CH:8][CH:7]=2)[C:2]([S:20][C:21]2[CH:26]=[CH:25][CH:24]=[CH:23][N:22]=2)=[N:3][C:4]=1[C:13]([NH:15][CH2:16][C:17]([OH:19])=[O:18])=[O:14]. (5) Given the reactants [Cl:1][C:2]1[C:3]([C:25]2[S:29][C:28]([C:30]3([O:34]COC)[CH2:33][CH2:32][CH2:31]3)=[N:27][CH:26]=2)=[C:4]2[CH:10]=[C:9]([C:11]3[CH:16]=[CH:15][C:14]([NH:17][C:18](=[O:23])[CH2:19][N:20]([CH3:22])[CH3:21])=[CH:13][C:12]=3[CH3:24])[NH:8][C:5]2=[N:6][CH:7]=1.ClC1C(C2SC(C3(OCOC)CCC3)=NC=2)=C2C=C(C3N=C(C4CCCN(C(OC(C)(C)C)=O)C4)ON=3)NC2=NC=1, predict the reaction product. The product is: [Cl:1][C:2]1[C:3]([C:25]2[S:29][C:28]([C:30]3([OH:34])[CH2:33][CH2:32][CH2:31]3)=[N:27][CH:26]=2)=[C:4]2[CH:10]=[C:9]([C:11]3[CH:16]=[CH:15][C:14]([NH:17][C:18](=[O:23])[CH2:19][N:20]([CH3:21])[CH3:22])=[CH:13][C:12]=3[CH3:24])[NH:8][C:5]2=[N:6][CH:7]=1. (6) Given the reactants Br[C:2]1[C:7]([OH:8])=[CH:6][CH:5]=[CH:4][N:3]=1.[Br:9][C:10]1[CH:11]=[C:12]([SH:16])[CH:13]=[CH:14][CH:15]=1.CC(C)=O.C(OCC)(=O)C, predict the reaction product. The product is: [Br:9][C:10]1[CH:11]=[C:12]([S:16][C:2]2[C:7]([OH:8])=[CH:6][CH:5]=[CH:4][N:3]=2)[CH:13]=[CH:14][CH:15]=1. (7) The product is: [CH2:1]([O:3][C:4]([N:6]1[C:15]2[C:10](=[N:11][C:12]([O:16][CH3:17])=[CH:13][CH:14]=2)[C@@H:9]([NH:18][CH:19]([C:34]2[N:35]=[CH:36][C:37]([NH:40][C:43](=[O:45])[CH3:44])=[CH:38][N:39]=2)[C:20]2[CH:21]=[C:22]([C:30]([F:33])([F:32])[F:31])[CH:23]=[C:24]([C:26]([F:27])([F:28])[F:29])[CH:25]=2)[CH2:8][C@H:7]1[CH2:41][CH3:42])=[O:5])[CH3:2]. Given the reactants [CH2:1]([O:3][C:4]([N:6]1[C:15]2[C:10](=[N:11][C:12]([O:16][CH3:17])=[CH:13][CH:14]=2)[C@@H:9]([NH:18][CH:19]([C:34]2[N:39]=[CH:38][C:37]([NH2:40])=[CH:36][N:35]=2)[C:20]2[CH:25]=[C:24]([C:26]([F:29])([F:28])[F:27])[CH:23]=[C:22]([C:30]([F:33])([F:32])[F:31])[CH:21]=2)[CH2:8][C@H:7]1[CH2:41][CH3:42])=[O:5])[CH3:2].[C:43](Cl)(=[O:45])[CH3:44].C(N(CC)CC)C.C(=O)([O-])O.[Na+], predict the reaction product.